This data is from NCI-60 drug combinations with 297,098 pairs across 59 cell lines. The task is: Regression. Given two drug SMILES strings and cell line genomic features, predict the synergy score measuring deviation from expected non-interaction effect. Drug 1: CC1C(C(CC(O1)OC2CC(CC3=C2C(=C4C(=C3O)C(=O)C5=C(C4=O)C(=CC=C5)OC)O)(C(=O)CO)O)N)O.Cl. Drug 2: COC1=CC(=CC(=C1O)OC)C2C3C(COC3=O)C(C4=CC5=C(C=C24)OCO5)OC6C(C(C7C(O6)COC(O7)C8=CC=CS8)O)O. Cell line: NCI-H226. Synergy scores: CSS=21.2, Synergy_ZIP=-6.76, Synergy_Bliss=-3.01, Synergy_Loewe=-1.93, Synergy_HSA=0.337.